Predict the reaction yield, written as a fraction of the theoretical maximum amount of product (1.0 means a 100% yield; for example, 0.34 means a 34% yield). From a dataset of Reaction yield outcomes from USPTO patents with 853,638 reactions. (1) The reactants are C(NC(C)C)(C)C.C([Li])CCC.[CH2:13]([O:20][C:21]1[CH2:26][CH2:25][CH2:24][C:23](=[O:27])[CH:22]=1)[C:14]1[CH:19]=[CH:18][CH:17]=[CH:16][CH:15]=1.[CH2:28]1[O:38][C:31]2([CH2:36][CH2:35][C:34](=[O:37])[CH2:33][CH2:32]2)[O:30][CH2:29]1.[Cl-].[NH4+]. The catalyst is O1CCCC1.ClCCl. The product is [CH2:13]([O:20][C:21]1[CH2:26][CH2:25][CH:24]([C:34]2([OH:37])[CH2:35][CH2:36][C:31]3([O:38][CH2:28][CH2:29][O:30]3)[CH2:32][CH2:33]2)[C:23](=[O:27])[CH:22]=1)[C:14]1[CH:19]=[CH:18][CH:17]=[CH:16][CH:15]=1. The yield is 0.880. (2) The reactants are [NH2:1][C:2]1[N:3]=[C:4]2[CH:9]=[CH:8][C:7]([O:10][C:11]3[CH:12]=[C:13]([NH:17][C:18](=[O:29])[C:19]4[CH:24]=[CH:23][CH:22]=[C:21]([C:25]([F:28])([F:27])[F:26])[CH:20]=4)[CH:14]=[CH:15][CH:16]=3)=[N:6][N:5]2[CH:30]=1.CC(C)([O-])C.[Na+].Br[C:38]1[S:39][CH:40]=[CH:41][N:42]=1.CN(C)C(=O)C. The catalyst is C1C=CC(/C=C/C(/C=C/C2C=CC=CC=2)=O)=CC=1.C1C=CC(/C=C/C(/C=C/C2C=CC=CC=2)=O)=CC=1.C1C=CC(/C=C/C(/C=C/C2C=CC=CC=2)=O)=CC=1.[Pd].[Pd].C(OCC)(=O)C. The product is [S:39]1[CH:40]=[CH:41][N:42]=[C:38]1[NH:1][C:2]1[N:3]=[C:4]2[CH:9]=[CH:8][C:7]([O:10][C:11]3[CH:12]=[C:13]([NH:17][C:18](=[O:29])[C:19]4[CH:24]=[CH:23][CH:22]=[C:21]([C:25]([F:28])([F:27])[F:26])[CH:20]=4)[CH:14]=[CH:15][CH:16]=3)=[N:6][N:5]2[CH:30]=1. The yield is 0.0500. (3) The reactants are Cl[C:2]1[C:3]([C:8]2[CH:13]=[C:12]([S:14][CH3:15])[N:11]=[C:10]([CH3:16])[N:9]=2)=[N:4][CH:5]=[CH:6][N:7]=1.[NH:17]1[C:25]2[CH:24]=[CH:23][CH:22]=[C:21]([NH2:26])[C:20]=2[CH:19]=[N:18]1. The catalyst is C(O)C.C([O-])(O)=O.[Na+]. The product is [CH3:16][C:10]1[N:9]=[C:8]([C:3]2[C:2]([NH:26][C:21]3[C:20]4[CH:19]=[N:18][NH:17][C:25]=4[CH:24]=[CH:23][CH:22]=3)=[N:7][CH:6]=[CH:5][N:4]=2)[CH:13]=[C:12]([S:14][CH3:15])[N:11]=1. The yield is 0.460. (4) The catalyst is C1COCC1. The reactants are C[O:2][C:3]([C:5]1[CH:6]=[CH:7][C:8]2[N:9]([CH:19]3[CH2:25][CH:24]4[N:26]([CH3:27])[CH:21]([CH2:22][CH2:23]4)[CH2:20]3)[C:10]3[C:15]([O:16][C:17]=2[CH:18]=1)=[CH:14][CH:13]=[CH:12][CH:11]=3)=[O:4].[OH-].[Na+]. The yield is 0.630. The product is [CH3:27][N:26]1[CH:24]2[CH2:23][CH2:22][CH:21]1[CH2:20][CH:19]([N:9]1[C:8]3[CH:7]=[CH:6][C:5]([C:3]([OH:4])=[O:2])=[CH:18][C:17]=3[O:16][C:15]3[C:10]1=[CH:11][CH:12]=[CH:13][CH:14]=3)[CH2:25]2. (5) The reactants are [Br:1][C:2]1[CH:10]=[CH:9][C:8]2[NH:7][C:6]3[CH2:11][CH2:12][NH:13][CH2:14][C:5]=3[C:4]=2[CH:3]=1.CN(C1C=CC=CN=1)C.[C:24](O[C:24]([O:26][C:27]([CH3:30])([CH3:29])[CH3:28])=[O:25])([O:26][C:27]([CH3:30])([CH3:29])[CH3:28])=[O:25].C(N(CC)CC)C. The catalyst is C(Cl)Cl.CO. The product is [Br:1][C:2]1[CH:10]=[CH:9][C:8]2[NH:7][C:6]3[CH2:11][CH2:12][N:13]([C:24]([O:26][C:27]([CH3:30])([CH3:29])[CH3:28])=[O:25])[CH2:14][C:5]=3[C:4]=2[CH:3]=1. The yield is 0.820. (6) The reactants are [C:1]([O:5][C:6](=[O:12])[NH:7][O:8][CH2:9][CH2:10]Br)([CH3:4])([CH3:3])[CH3:2].[NH:13]1[CH2:18][CH2:17][O:16][CH2:15][CH2:14]1. The catalyst is CN(C=O)C.CCOC(C)=O. The product is [C:1]([O:5][C:6](=[O:12])[NH:7][O:8][CH2:9][CH2:10][N:13]1[CH2:18][CH2:17][O:16][CH2:15][CH2:14]1)([CH3:4])([CH3:3])[CH3:2]. The yield is 0.460. (7) The reactants are Br[C:2]1[CH:10]=[CH:9][C:8]2[N:7]3[CH2:11][CH2:12][CH:13]([O:14][Si:15]([C:18]([CH3:21])([CH3:20])[CH3:19])([CH3:17])[CH3:16])[C:6]3=[CH:5][C:4]=2[CH:3]=1.[Li]CCCC.CON(C)[C:30](=[O:34])[CH2:31][CH2:32][CH3:33]. The catalyst is C1COCC1. The product is [Si:15]([O:14][CH:13]1[C:6]2=[CH:5][C:4]3[CH:3]=[C:2]([C:30](=[O:34])[CH2:31][CH2:32][CH3:33])[CH:10]=[CH:9][C:8]=3[N:7]2[CH2:11][CH2:12]1)([C:18]([CH3:21])([CH3:20])[CH3:19])([CH3:17])[CH3:16]. The yield is 0.990. (8) The reactants are Cl[C:2](=[O:8])[CH2:3][C:4]([O:6][CH3:7])=[O:5].[CH2:9]([NH:11][C:12]1[CH:17]=[CH:16][CH:15]=[CH:14][CH:13]=1)[CH3:10]. The catalyst is ClCCl. The product is [CH2:9]([N:11]([C:12]1[CH:17]=[CH:16][CH:15]=[CH:14][CH:13]=1)[C:2](=[O:8])[CH2:3][C:4]([O:6][CH3:7])=[O:5])[CH3:10]. The yield is 1.00. (9) The reactants are [C:1]([O:5][C:6]([N:8]1[CH:13]2[CH2:14][CH2:15][CH:9]1[CH2:10][NH:11][CH2:12]2)=[O:7])([CH3:4])([CH3:3])[CH3:2].Cl[C:17]1[N:22]=[CH:21][CH:20]=[CH:19][N:18]=1.C(N(CC)CC)C.C1COCC1. The catalyst is ClCCl. The product is [C:1]([O:5][C:6]([N:8]1[CH:9]2[CH2:15][CH2:14][CH:13]1[CH2:12][N:11]([C:17]1[N:22]=[CH:21][CH:20]=[CH:19][N:18]=1)[CH2:10]2)=[O:7])([CH3:4])([CH3:2])[CH3:3]. The yield is 0.710.